From a dataset of Catalyst prediction with 721,799 reactions and 888 catalyst types from USPTO. Predict which catalyst facilitates the given reaction. (1) Reactant: [CH3:1][CH:2]([C:16]([O-:18])=[O:17])[C:3]1[CH:8]=[CH:7][C:6]([CH2:9][CH:10]2[C:14](=[O:15])[CH2:13][CH2:12][CH2:11]2)=[CH:5][CH:4]=1.[Na+].O.[CH3:21][C:22]1[CH:23]=[CH:24][C:25]([C:28]([CH:30]([CH2:32][N:33]2[CH2:38][CH2:37][CH2:36][CH2:35][CH2:34]2)[CH3:31])=[O:29])=[CH:26][CH:27]=1.Cl. Product: [CH3:1][CH:2]([C:16]([OH:18])=[O:17])[C:3]1[CH:8]=[CH:7][C:6]([CH2:9][CH:10]2[C:14](=[O:15])[CH2:13][CH2:12][CH2:11]2)=[CH:5][CH:4]=1.[CH3:21][C:22]1[CH:23]=[CH:24][C:25]([C:28]([CH:30]([CH2:32][N:33]2[CH2:38][CH2:37][CH2:36][CH2:35][CH2:34]2)[CH3:31])=[O:29])=[CH:26][CH:27]=1. The catalyst class is: 41. (2) Reactant: O1[C:5]2([CH2:10][CH2:9][CH:8]([O:11][C:12]3[CH:35]=[CH:34][C:15]([C:16]([NH:18][CH2:19][CH2:20][NH:21][C:22]([C:24]4[CH:33]=[CH:32][C:31]5[C:26](=[CH:27][CH:28]=[CH:29][CH:30]=5)[CH:25]=4)=[O:23])=[O:17])=[CH:14][CH:13]=3)[CH2:7][CH2:6]2)[O:4]CC1.O. Product: [O:4]=[C:5]1[CH2:10][CH2:9][CH:8]([O:11][C:12]2[CH:35]=[CH:34][C:15]([C:16]([NH:18][CH2:19][CH2:20][NH:21][C:22]([C:24]3[CH:33]=[CH:32][C:31]4[C:26](=[CH:27][CH:28]=[CH:29][CH:30]=4)[CH:25]=3)=[O:23])=[O:17])=[CH:14][CH:13]=2)[CH2:7][CH2:6]1. The catalyst class is: 15. (3) Reactant: [CH:1]1([C:6]([NH:8][NH:9][C:10](=O)[C:11]2[CH:16]=[CH:15][CH:14]=[CH:13][C:12]=2[N+:17]([O-:19])=[O:18])=O)[CH2:5][CH2:4][CH2:3][CH2:2]1.P12(SP3(SP(SP(S3)(S1)=S)(=S)S2)=S)=[S:22].C1(C)C=CC=CC=1. Product: [CH:1]1([C:6]2[S:22][C:10]([C:11]3[CH:16]=[CH:15][CH:14]=[CH:13][C:12]=3[N+:17]([O-:19])=[O:18])=[N:9][N:8]=2)[CH2:5][CH2:4][CH2:3][CH2:2]1. The catalyst class is: 6. (4) Reactant: CC1(C)C(C)(C)OB([C:9]2[CH:10]=[C:11]3[C:15](=[CH:16][CH:17]=2)[C:14](=[O:18])[CH2:13][CH2:12]3)O1.Br[C:21]1[S:22][CH:23]=[CH:24][N:25]=1. Product: [S:22]1[CH:23]=[CH:24][N:25]=[C:21]1[C:9]1[CH:10]=[C:11]2[C:15](=[CH:16][CH:17]=1)[C:14](=[O:18])[CH2:13][CH2:12]2. The catalyst class is: 57. (5) Reactant: [F:1][C:2]1[CH:3]=[C:4]([CH:10]=[CH:11][C:12]=1[N+:13]([O-])=O)[C:5]([N:7]([CH3:9])[CH3:8])=[O:6]. Product: [NH2:13][C:12]1[CH:11]=[CH:10][C:4]([C:5]([N:7]([CH3:9])[CH3:8])=[O:6])=[CH:3][C:2]=1[F:1]. The catalyst class is: 814. (6) Reactant: [F:1][C:2]1[CH:3]=[CH:4][C:5]2[N:6]([CH:8]=[C:9]([C:11]([OH:13])=O)[N:10]=2)[CH:7]=1.C(N(CC)C(C)C)(C)C.CN(C(ON1N=NC2C=CC=NC1=2)=[N+](C)C)C.F[P-](F)(F)(F)(F)F.[NH2:47][C@@H:48]1[CH2:53][CH2:52][C@H:51]([N:54]2[C:59](=[O:60])[C:58]3[CH:61]=[C:62]([F:65])[CH:63]=[N:64][C:57]=3[N:56]([C:66]3[CH:67]=[C:68]([CH:73]=[CH:74][CH:75]=3)[C:69]([O:71][CH3:72])=[O:70])[C:55]2=[O:76])[CH2:50][CH2:49]1. Product: [F:65][C:62]1[CH:63]=[N:64][C:57]2[N:56]([C:66]3[CH:67]=[C:68]([CH:73]=[CH:74][CH:75]=3)[C:69]([O:71][CH3:72])=[O:70])[C:55](=[O:76])[N:54]([C@H:51]3[CH2:50][CH2:49][C@@H:48]([NH:47][C:11]([C:9]4[N:10]=[C:5]5[CH:4]=[CH:3][C:2]([F:1])=[CH:7][N:6]5[CH:8]=4)=[O:13])[CH2:53][CH2:52]3)[C:59](=[O:60])[C:58]=2[CH:61]=1. The catalyst class is: 3. (7) Reactant: B(Br)(Br)Br.[Cl:5][C:6]1[C:7]([CH3:27])=[C:8]([C:16]([N:18]2[CH2:26][C:25]3[C:20](=[CH:21][CH:22]=[CH:23][CH:24]=3)[CH2:19]2)=[O:17])[C:9]([O:14]C)=[CH:10][C:11]=1[O:12]C.C([O-])([O-])=O.[Na+].[Na+].CCOC(C)=O. Product: [Cl:5][C:6]1[C:7]([CH3:27])=[C:8]([C:16]([N:18]2[CH2:19][C:20]3[C:25](=[CH:24][CH:23]=[CH:22][CH:21]=3)[CH2:26]2)=[O:17])[C:9]([OH:14])=[CH:10][C:11]=1[OH:12]. The catalyst class is: 2.